Dataset: Forward reaction prediction with 1.9M reactions from USPTO patents (1976-2016). Task: Predict the product of the given reaction. The product is: [F:28][C:27]([F:30])([F:29])[C:25]([O-:31])=[O:26].[C:22]([C:21]#[C:20][C:17]1[CH:18]=[CH:19][C:14]([NH:13][C:11](=[O:12])[CH2:10][CH2:9][CH2:8][NH3+:7])=[CH:15][CH:16]=1)#[N:23]. Given the reactants C(OC(=O)[NH:7][CH2:8][CH2:9][CH2:10][C:11]([NH:13][C:14]1[CH:19]=[CH:18][C:17]([C:20]#[C:21][C:22]#[N:23])=[CH:16][CH:15]=1)=[O:12])(C)(C)C.[C:25]([OH:31])([C:27]([F:30])([F:29])[F:28])=[O:26], predict the reaction product.